This data is from Reaction yield outcomes from USPTO patents with 853,638 reactions. The task is: Predict the reaction yield, written as a fraction of the theoretical maximum amount of product (1.0 means a 100% yield; for example, 0.34 means a 34% yield). (1) The reactants are [Cl:1][C:2]1[CH:7]=[CH:6][CH:5]=[C:4]([Cl:8])[C:3]=1[S:9](Cl)(=[O:11])=[O:10].[NH3:13]. The catalyst is N1C=CC=CC=1. The product is [Cl:1][C:2]1[CH:7]=[CH:6][CH:5]=[C:4]([Cl:8])[C:3]=1[S:9]([NH2:13])(=[O:11])=[O:10]. The yield is 0.900. (2) The reactants are [N:1]([C:4]1[CH:21]=[CH:20][C:7]([C:8]([NH:10][CH2:11][CH2:12][N:13]2[CH2:18][CH2:17][N:16]([CH3:19])[CH2:15][CH2:14]2)=[O:9])=[CH:6][CH:5]=1)=[N+:2]=[N-:3].O=[C:23]([CH2:30][CH2:31][CH3:32])[CH2:24][C:25]([O:27]CC)=[O:26].[O-]CC.[Na+].Cl. The catalyst is C(O)C. The product is [CH3:19][N:16]1[CH2:17][CH2:18][N:13]([CH2:12][CH2:11][NH:10][C:8]([C:7]2[CH:6]=[CH:5][C:4]([N:1]3[C:23]([CH2:30][CH2:31][CH3:32])=[C:24]([C:25]([OH:27])=[O:26])[N:3]=[N:2]3)=[CH:21][CH:20]=2)=[O:9])[CH2:14][CH2:15]1. The yield is 0.982. (3) The reactants are C(O[C:6](=O)[N:7]([CH:9]1[CH2:14][CH2:13][N:12]([CH2:15][CH3:16])[CH2:11][CH2:10]1)C)(C)(C)C.C(O)(C(F)(F)F)=O. The catalyst is ClCCl. The product is [CH2:15]([N:12]1[CH2:13][CH2:14][CH:9]([NH:7][CH3:6])[CH2:10][CH2:11]1)[CH3:16]. The yield is 0.940.